From a dataset of Full USPTO retrosynthesis dataset with 1.9M reactions from patents (1976-2016). Predict the reactants needed to synthesize the given product. (1) Given the product [CH2:19]([O:21][C:22]([CH2:24][CH2:25][CH2:3][CH2:2][CH2:1][O:5][C:6]1[CH:15]=[CH:14][C:13]2[C:8](=[CH:9][CH:10]=[CH:11][CH:12]=2)[C:7]=1[CH:16]=[N:17][OH:18])=[O:23])[CH3:20], predict the reactants needed to synthesize it. The reactants are: [CH2:1]([O:5][C:6]1[CH:15]=[CH:14][C:13]2[C:8](=[CH:9][CH:10]=[CH:11][CH:12]=2)[C:7]=1[CH:16]=[N:17][OH:18])[CH:2]1O[CH2:3]1.[CH2:19]([O:21][C:22]([CH2:24][CH2:25]CCCOC1C=CC2C(=CC=CC=2)C=1C=O)=[O:23])[CH3:20].[OH-].[Na+].Cl.NO. (2) Given the product [NH2:1][C:2]1[N:11]=[C:10]([C:12]([N:14]2[CH2:22][C:21]3[C:16](=[CH:17][CH:18]=[CH:19][CH:20]=3)[CH2:15]2)=[O:13])[C:9]2[C:4](=[CH:5][CH:6]=[C:7]([B:24]3[O:28][C:27]([CH3:30])([CH3:29])[C:26]([CH3:32])([CH3:31])[O:25]3)[CH:8]=2)[N:3]=1, predict the reactants needed to synthesize it. The reactants are: [NH2:1][C:2]1[N:11]=[C:10]([C:12]([N:14]2[CH2:22][C:21]3[C:16](=[CH:17][CH:18]=[CH:19][CH:20]=3)[CH2:15]2)=[O:13])[C:9]2[C:4](=[CH:5][CH:6]=[C:7](I)[CH:8]=2)[N:3]=1.[B:24]1([B:24]2[O:28][C:27]([CH3:30])([CH3:29])[C:26]([CH3:32])([CH3:31])[O:25]2)[O:28][C:27]([CH3:30])([CH3:29])[C:26]([CH3:32])([CH3:31])[O:25]1.C([O-])(=O)C.[K+].C(OCC)C. (3) Given the product [C:8]1([CH:2]([N:14]2[CH2:19][CH2:18][CH2:17][CH2:16][CH2:15]2)[C:3]([O:5][CH2:6][CH3:7])=[O:4])[CH:13]=[CH:12][CH:11]=[CH:10][CH:9]=1, predict the reactants needed to synthesize it. The reactants are: Br[CH:2]([C:8]1[CH:13]=[CH:12][CH:11]=[CH:10][CH:9]=1)[C:3]([O:5][CH2:6][CH3:7])=[O:4].[NH:14]1[CH2:19][CH2:18][CH2:17][CH2:16][CH2:15]1. (4) The reactants are: [Cl:1][C:2]1[CH:7]=[CH:6][CH:5]=[CH:4][C:3]=1[C:8]1[O:9][C:10]2[C:15]([C:16](=[O:18])[CH:17]=1)=[C:14]([OH:19])[CH:13]=[C:12]([OH:20])[C:11]=2[C@@H:21]1[CH2:25][CH2:24][N:23]([CH3:26])[C@H:22]1[CH2:27][OH:28].Cl. Given the product [ClH:1].[Cl:1][C:2]1[CH:7]=[CH:6][CH:5]=[CH:4][C:3]=1[C:8]1[O:9][C:10]2[C:15]([C:16](=[O:18])[CH:17]=1)=[C:14]([OH:19])[CH:13]=[C:12]([OH:20])[C:11]=2[C@@H:21]1[CH2:25][CH2:24][N:23]([CH3:26])[C@H:22]1[CH2:27][OH:28], predict the reactants needed to synthesize it. (5) Given the product [F:25][C:26]([F:32])([F:31])[S:27]([O:24][C:21]1[C:20]2[C:15](=[CH:16][CH:17]=[CH:18][CH:19]=2)[C:12]2[O:13][CH2:14][CH:10]([C:7]3[CH:8]=[CH:9][C:4]([CH:1]([CH3:3])[CH3:2])=[CH:5][CH:6]=3)[C:11]=2[C:22]=1[CH3:23])(=[O:29])=[O:28], predict the reactants needed to synthesize it. The reactants are: [CH:1]([C:4]1[CH:9]=[CH:8][C:7]([CH:10]2[CH2:14][O:13][C:12]3[C:15]4[C:20]([C:21]([OH:24])=[C:22]([CH3:23])[C:11]2=3)=[CH:19][CH:18]=[CH:17][CH:16]=4)=[CH:6][CH:5]=1)([CH3:3])[CH3:2].[F:25][C:26]([F:32])([F:31])[S:27]([O-])(=[O:29])=[O:28].O. (6) Given the product [CH3:1][C:2]1[N:7]=[C:6]2[S:8][C:9]3[CH2:13][CH2:12][CH2:11][C:10]=3[C:5]2=[C:4]([C:14]2[O:15][CH:16]=[CH:17][CH:18]=2)[C:3]=1[CH:19]([CH2:35][CH2:34][CH3:38])[C:20]([O:22][CH3:23])=[O:21], predict the reactants needed to synthesize it. The reactants are: [CH3:1][C:2]1[N:7]=[C:6]2[S:8][C:9]3[CH2:13][CH2:12][CH2:11][C:10]=3[C:5]2=[C:4]([C:14]2[O:15][CH:16]=[CH:17][CH:18]=2)[C:3]=1[CH2:19][C:20]([O:22][CH3:23])=[O:21].[Li+].C[Si]([N-][Si](C)(C)C)(C)C.[CH2:34]1[CH2:38]OC[CH2:35]1.ICCC.